This data is from Full USPTO retrosynthesis dataset with 1.9M reactions from patents (1976-2016). The task is: Predict the reactants needed to synthesize the given product. (1) Given the product [Cl:28][C:23]1[C:22]2[C:21]3[C:20](=[C:31]([CH3:32])[O:30][N:29]=3)[C:19](=[O:33])[N:18]([CH:14]3[CH2:15][CH2:16][CH2:17][CH:12]([NH:11][CH2:10][CH:8]([C:5]4[CH:4]=[N:3][C:2]([Cl:1])=[CH:7][CH:6]=4)[OH:9])[CH2:13]3)[C:27]=2[CH:26]=[CH:25][CH:24]=1, predict the reactants needed to synthesize it. The reactants are: [Cl:1][C:2]1[CH:7]=[CH:6][C:5]([CH:8]2[CH2:10][O:9]2)=[CH:4][N:3]=1.[NH2:11][CH:12]1[CH2:17][CH2:16][CH2:15][CH:14]([N:18]2[C:27]3[CH:26]=[CH:25][CH:24]=[C:23]([Cl:28])[C:22]=3[C:21]3=[N:29][O:30][C:31]([CH3:32])=[C:20]3[C:19]2=[O:33])[CH2:13]1. (2) Given the product [Cl:8][C:9]1[N:10]=[CH:11][N:12]([C:14]2[CH:19]=[CH:18][C:17]([NH:20][C:21]3[N:38]=[C:24]4[C@@H:25]([C:30]5[CH:35]=[CH:34][C:33]([F:36])=[CH:32][C:31]=5[F:37])[CH2:26][CH2:27][CH2:28][CH2:29][N:23]4[N:22]=3)=[CH:16][C:15]=2[O:39][CH3:40])[CH:13]=1, predict the reactants needed to synthesize it. The reactants are: FC(F)(F)C(O)=O.[Cl:8][C:9]1[N:10]=[CH:11][N:12]([C:14]2[CH:19]=[CH:18][C:17]([NH:20][C:21]3[N:38]=[C:24]4[CH:25]([C:30]5[CH:35]=[CH:34][C:33]([F:36])=[CH:32][C:31]=5[F:37])[CH2:26][CH2:27][CH2:28][CH2:29][N:23]4[N:22]=3)=[CH:16][C:15]=2[O:39][CH3:40])[CH:13]=1.CO. (3) Given the product [CH3:1][C:2]1[C:6](=[O:7])[CH2:5][CH2:4][C:3]=1[NH:8][C:9]1[CH:10]=[CH:11][C:12]([C:13]([NH:18][C:19]2[CH:24]=[CH:23][CH:22]=[CH:21][CH:20]=2)=[O:15])=[CH:16][CH:17]=1, predict the reactants needed to synthesize it. The reactants are: [CH3:1][C:2]1[C:6](=[O:7])[CH2:5][CH2:4][C:3]=1[NH:8][C:9]1[CH:17]=[CH:16][C:12]([C:13]([OH:15])=O)=[CH:11][CH:10]=1.[NH2:18][C:19]1[CH:24]=[CH:23][CH:22]=[CH:21][CH:20]=1.C1N=CN(C(N2C=NC=C2)=O)C=1. (4) Given the product [F:1][C:2]1[CH:7]=[C:6]([F:8])[CH:5]=[CH:4][C:3]=1[CH:9]([NH:15][C@H:16]([C:21]([OH:23])=[O:22])[CH2:17][CH:18]([CH3:20])[CH3:19])[C:10]([N:12]([CH3:13])[CH3:14])=[O:11], predict the reactants needed to synthesize it. The reactants are: [F:1][C:2]1[CH:7]=[C:6]([F:8])[CH:5]=[CH:4][C:3]=1[CH:9]([NH:15][C@H:16]([C:21]([O:23]C)=[O:22])[CH2:17][CH:18]([CH3:20])[CH3:19])[C:10]([N:12]([CH3:14])[CH3:13])=[O:11].[OH-].[Li+]. (5) Given the product [CH2:34]([C@@H:32]1[CH2:33][NH:29][CH2:30][C@H:31]1[C:36]1[NH:37][C:38](=[O:48])[C:39]2[CH:44]=[N:43][N:42]([CH:45]([CH3:47])[CH3:46])[C:40]=2[N:41]=1)[CH3:35], predict the reactants needed to synthesize it. The reactants are: C1(N2C3N=C([C@H]4[C@H](C)CNC4)NC(=O)C=3C=N2)CCCC1.C([N:29]1[CH2:33][C@@H:32]([CH2:34][CH3:35])[C@H:31]([C:36]2[NH:37][C:38](=[O:48])[C:39]3[CH:44]=[N:43][N:42]([CH:45]([CH3:47])[CH3:46])[C:40]=3[N:41]=2)[CH2:30]1)C1C=CC=CC=1. (6) Given the product [OH:1][C:5]1[CH:6]=[C:7]2[C:12](=[CH:13][C:14]=1[OH:15])[N:11]=[CH:10][N:9]=[C:8]2[NH:19][C:20]1[CH:25]=[CH:24][CH:23]=[CH:22][CH:21]=1, predict the reactants needed to synthesize it. The reactants are: [O:1]([C:5]1[CH:6]=[C:7]2[C:12](=[CH:13][C:14]=1[O:15]C(C)=O)[N:11]=[CH:10][N:9]=[C:8]2[NH:19][C:20]1[CH:25]=[CH:24][CH:23]=[CH:22][CH:21]=1)C(C)=O.N. (7) Given the product [Cl:1][C:2]1[CH:3]=[C:4]([C:22]#[CH:23])[CH:5]=[C:6]2[C:11]=1[O:10][CH:9]([C:12]([F:15])([F:14])[F:13])[C:8]([C:16]([OH:18])=[O:17])=[CH:7]2, predict the reactants needed to synthesize it. The reactants are: [Cl:1][C:2]1[CH:3]=[C:4](I)[CH:5]=[C:6]2[C:11]=1[O:10][CH:9]([C:12]([F:15])([F:14])[F:13])[C:8]([C:16]([O:18]CC)=[O:17])=[CH:7]2.[CH2:22]1COC[CH2:23]1.CO.O[Li].O.Cl. (8) Given the product [CH:30]1([N:33]2[CH2:34][CH2:35][N:36]([C:39]3[CH:45]=[CH:44][C:42]([NH:43][C:2]4[C:3]5[NH:20][N:19]=[CH:18][C:4]=5[N:5]=[C:6]([C:8]5[CH:13]=[C:12]([O:14][CH3:15])[CH:11]=[CH:10][C:9]=5[O:16][CH3:17])[N:7]=4)=[CH:41][CH:40]=3)[CH2:37][CH2:38]2)[CH2:32][CH2:31]1, predict the reactants needed to synthesize it. The reactants are: Cl[C:2]1[C:3]2[C:4](=[CH:18][N:19](CC3C=CC(OC)=CC=3)[N:20]=2)[N:5]=[C:6]([C:8]2[CH:13]=[C:12]([O:14][CH3:15])[CH:11]=[CH:10][C:9]=2[O:16][CH3:17])[N:7]=1.[CH:30]1([N:33]2[CH2:38][CH2:37][N:36]([C:39]3[CH:45]=[CH:44][C:42]([NH2:43])=[CH:41][CH:40]=3)[CH2:35][CH2:34]2)[CH2:32][CH2:31]1.Cl. (9) Given the product [CH3:37][O:36][C:34]([CH:33]([O:1][CH:2]([C:24]1[CH:25]=[CH:26][CH:27]=[CH:28][CH:29]=1)[C:3]1[CH:4]=[CH:5][C:6]([C:7]([N:9]2[CH2:10][CH2:11][N:12]([C:15]([O:17][C:18]([CH3:21])([CH3:20])[CH3:19])=[O:16])[CH2:13][CH2:14]2)=[O:8])=[CH:22][CH:23]=1)[CH2:38][CH:39]([CH3:41])[CH3:40])=[O:35], predict the reactants needed to synthesize it. The reactants are: [OH:1][CH:2]([C:24]1[CH:29]=[CH:28][CH:27]=[CH:26][CH:25]=1)[C:3]1[CH:23]=[CH:22][C:6]([C:7]([N:9]2[CH2:14][CH2:13][N:12]([C:15]([O:17][C:18]([CH3:21])([CH3:20])[CH3:19])=[O:16])[CH2:11][CH2:10]2)=[O:8])=[CH:5][CH:4]=1.[H-].[Na+].Br[CH:33]([CH2:38][CH:39]([CH3:41])[CH3:40])[C:34]([O:36][CH3:37])=[O:35]. (10) Given the product [O:17]1[CH2:18][CH2:19][N:14]([C:12]([NH:11][CH2:10][C:9]([OH:20])=[O:8])=[O:13])[CH2:15][CH2:16]1, predict the reactants needed to synthesize it. The reactants are: C([O:8][C:9](=[O:20])[CH2:10][NH:11][C:12]([N:14]1[CH2:19][CH2:18][O:17][CH2:16][CH2:15]1)=[O:13])C1C=CC=CC=1.